Dataset: Full USPTO retrosynthesis dataset with 1.9M reactions from patents (1976-2016). Task: Predict the reactants needed to synthesize the given product. (1) Given the product [F:1][C:2]1[CH:3]=[C:4]([C:12]2[CH:17]=[CH:16][C:15]([O:18][CH2:19][CH:20]3[CH2:25][CH2:24][N:23]([CH2:26][C:27]([F:30])([CH3:28])[CH3:29])[CH2:22][CH2:21]3)=[C:14]([F:31])[CH:13]=2)[CH:5]=[CH:6][C:7]=1[C:8]([OH:10])=[O:9], predict the reactants needed to synthesize it. The reactants are: [F:1][C:2]1[CH:3]=[C:4]([C:12]2[CH:17]=[CH:16][C:15]([O:18][CH2:19][CH:20]3[CH2:25][CH2:24][N:23]([CH2:26][C:27]([F:30])([CH3:29])[CH3:28])[CH2:22][CH2:21]3)=[C:14]([F:31])[CH:13]=2)[CH:5]=[CH:6][C:7]=1[C:8]([O:10]C)=[O:9].O.O[Li].O.Cl. (2) The reactants are: [CH2:1]([O:3][C:4]([C:6]1[CH:7]=[N:8][N:9]([C:11]2[N:15](COCCOC)[C:14]3[CH:22]=[C:23]([Cl:28])[C:24]([Cl:27])=[C:25]([Br:26])[C:13]=3[N:12]=2)[CH:10]=1)=[O:5])[CH3:2].CCO.Cl. Given the product [CH2:1]([O:3][C:4]([C:6]1[CH:7]=[N:8][N:9]([C:11]2[NH:15][C:14]3[CH:22]=[C:23]([Cl:28])[C:24]([Cl:27])=[C:25]([Br:26])[C:13]=3[N:12]=2)[CH:10]=1)=[O:5])[CH3:2], predict the reactants needed to synthesize it. (3) Given the product [C:1]([CH2:2][CH2:3][O:19][CH2:18][CH2:17][NH:16][C:11]1[C:12]([O:14][CH3:15])=[C:13]2[C:8]([C:7](=[O:21])[C:6]([C:22]([OH:24])=[O:23])=[CH:5][N:4]2[CH:1]2[CH2:2][CH2:3]2)=[CH:9][C:10]=1[F:20])#[N:4], predict the reactants needed to synthesize it. The reactants are: [CH:1]1([N:4]2[C:13]3[C:8](=[CH:9][C:10]([F:20])=[C:11]([NH:16][CH2:17][CH2:18][OH:19])[C:12]=3[O:14][CH3:15])[C:7](=[O:21])[CH:6]([C:22]([OH:24])=[O:23])[CH2:5]2)[CH2:3][CH2:2]1. (4) Given the product [C:6]([C:10]1[CH:15]=[CH:14][C:13]([O:16][CH2:17][O:18][CH3:19])=[C:12]([B:20]([OH:23])[OH:21])[CH:11]=1)([CH3:9])([CH3:7])[CH3:8], predict the reactants needed to synthesize it. The reactants are: C([Li])(C)(C)C.[C:6]([C:10]1[CH:15]=[CH:14][C:13]([O:16][CH2:17][O:18][CH3:19])=[CH:12][CH:11]=1)([CH3:9])([CH3:8])[CH3:7].[B:20](OC)([O:23]C)[O:21]C. (5) The reactants are: C(O)(C(F)(F)F)=O.[CH2:8]([O:15][C:16](=[O:35])[CH2:17][CH:18]1[CH2:27][CH2:26][C:25]2[C:20](=[CH:21][CH:22]=[CH:23][CH:24]=2)[N:19]1C(OC(C)(C)C)=O)[C:9]1[CH:14]=[CH:13][CH:12]=[CH:11][CH:10]=1. Given the product [NH:19]1[C:20]2[C:25](=[CH:24][CH:23]=[CH:22][CH:21]=2)[CH2:26][CH2:27][CH:18]1[CH2:17][C:16]([O:15][CH2:8][C:9]1[CH:10]=[CH:11][CH:12]=[CH:13][CH:14]=1)=[O:35], predict the reactants needed to synthesize it. (6) The reactants are: [Si:1]([O:18][CH2:19][C:20]1[C:21]([O:27][CH3:28])=[N:22][C:23](Cl)=[N:24][CH:25]=1)([C:14]([CH3:17])([CH3:16])[CH3:15])([C:8]1[CH:13]=[CH:12][CH:11]=[CH:10][CH:9]=1)[C:2]1[CH:7]=[CH:6][CH:5]=[CH:4][CH:3]=1.[CH3:29][C:30]1(C)C(C)(C)OB(C=C)O1.C(=O)([O-])[O-].[K+].[K+]. Given the product [Si:1]([O:18][CH2:19][C:20]1[C:21]([O:27][CH3:28])=[N:22][C:23]([CH:29]=[CH2:30])=[N:24][CH:25]=1)([C:14]([CH3:17])([CH3:16])[CH3:15])([C:8]1[CH:13]=[CH:12][CH:11]=[CH:10][CH:9]=1)[C:2]1[CH:7]=[CH:6][CH:5]=[CH:4][CH:3]=1, predict the reactants needed to synthesize it.